From a dataset of Reaction yield outcomes from USPTO patents with 853,638 reactions. Predict the reaction yield, written as a fraction of the theoretical maximum amount of product (1.0 means a 100% yield; for example, 0.34 means a 34% yield). (1) The reactants are [CH2:1]([O:4][C:5]1[CH:15]=[CH:14][C:8]([C:9]([O:11][CH2:12][CH3:13])=[O:10])=[CH:7][C:6]=1[CH:16]=[CH2:17])C=C. The catalyst is C1CCC(P(C2CCCCC2)C2CCCCC2)CC1.C1CCC(P(C2CCCCC2)C2CCCCC2)CC1.C1C=CC(C=[Ru](Cl)Cl)=CC=1. The product is [O:4]1[C:5]2[C:6](=[CH:7][C:8]([C:9]([O:11][CH2:12][CH3:13])=[O:10])=[CH:14][CH:15]=2)[CH:16]=[CH:17][CH2:1]1. The yield is 0.800. (2) The reactants are B(Br)(Br)Br.[Cl:5][C:6]1[CH:14]=[C:13]2[C:9]([C:10]([NH2:33])=[N:11][C:12]2([C:25]2[CH:30]=[CH:29][CH:28]=[C:27]([O:31]C)[CH:26]=2)[C:15]2[CH:20]=[CH:19][N:18]=[C:17]([C:21]([F:24])([F:23])[F:22])[CH:16]=2)=[C:8]([F:34])[CH:7]=1. The catalyst is C(Cl)Cl. The product is [NH2:33][C:10]1[C:9]2[C:13](=[CH:14][C:6]([Cl:5])=[CH:7][C:8]=2[F:34])[C:12]([C:25]2[CH:26]=[C:27]([OH:31])[CH:28]=[CH:29][CH:30]=2)([C:15]2[CH:20]=[CH:19][N:18]=[C:17]([C:21]([F:24])([F:23])[F:22])[CH:16]=2)[N:11]=1. The yield is 0.240. (3) The reactants are [C:1]([C:5]1[N:10]=C(C#N)[C:8]([CH2:13][C:14]2[C:19]([CH3:20])=[CH:18][C:17]([CH3:21])=[CH:16][C:15]=2[CH3:22])=[CH:7][CH:6]=1)([CH3:4])([CH3:3])[CH3:2].Cl.[C:24]([OH:27])(=[O:26])[CH3:25]. No catalyst specified. The product is [C:1]([C:5]1[N:10]=[C:25]([C:24]([OH:27])=[O:26])[C:8]([CH2:13][C:14]2[C:15]([CH3:22])=[CH:16][C:17]([CH3:21])=[CH:18][C:19]=2[CH3:20])=[CH:7][CH:6]=1)([CH3:4])([CH3:3])[CH3:2]. The yield is 0.688.